Dataset: Full USPTO retrosynthesis dataset with 1.9M reactions from patents (1976-2016). Task: Predict the reactants needed to synthesize the given product. (1) Given the product [Cl:1][C:2]1[CH:10]=[CH:9][C:8]2[N:7](/[CH:18]=[C:19](\[C:21]3[CH:26]=[CH:25][CH:24]=[C:23]([F:27])[CH:22]=3)/[CH3:20])[C:6]3[CH2:11][CH2:12][N:13]([CH3:16])[CH2:14][CH2:15][C:5]=3[C:4]=2[CH:3]=1, predict the reactants needed to synthesize it. The reactants are: [Cl:1][C:2]1[CH:10]=[CH:9][C:8]2[NH:7][C:6]3[CH2:11][CH2:12][N:13]([CH3:16])[CH2:14][CH2:15][C:5]=3[C:4]=2[CH:3]=1.Br[CH:18]=[C:19]([C:21]1[CH:26]=[CH:25][CH:24]=[C:23]([F:27])[CH:22]=1)[CH3:20].N1CCC[C@H]1C(O)=O.[O-]P([O-])([O-])=O.[K+].[K+].[K+]. (2) Given the product [CH3:1][C:2]([CH3:14])([CH3:13])[C:3]#[C:4][C:5]1[CH:6]=[CH:7][C:8]([C:9]#[N:10])=[CH:11][CH:12]=1, predict the reactants needed to synthesize it. The reactants are: [CH3:1][C:2]([CH3:14])([CH3:13])[CH2:3][CH2:4][C:5]1[CH:12]=[CH:11][C:8]([CH2:9][NH2:10])=[CH:7][CH:6]=1.Cl.C(OC(NCC1C=CC(CCC(C)(C)C)=CC=1)=O)(C)(C)C.